From a dataset of Forward reaction prediction with 1.9M reactions from USPTO patents (1976-2016). Predict the product of the given reaction. (1) Given the reactants CC1C=C(O[Si:9]([CH:16]([CH3:18])[CH3:17])([CH:13]([CH3:15])[CH3:14])[CH:10]([CH3:12])[CH3:11])C=C(C)C=1C(C1C=CC(F)=C(C(C)C)C=1)O.C(O)(C(F)(F)F)=O.C([SiH](CC)CC)C, predict the reaction product. The product is: [CH:10]([SiH:9]([CH:16]([CH3:18])[CH3:17])[CH:13]([CH3:15])[CH3:14])([CH3:12])[CH3:11]. (2) Given the reactants Br[CH2:2][CH:3]1[CH2:5][CH2:4]1.[O:6]=[C:7]1[CH2:10][N:9]([C:11]([O:13][C:14]([CH3:17])([CH3:16])[CH3:15])=[O:12])[CH2:8]1, predict the reaction product. The product is: [CH:5]1([CH2:4][C:7]2([OH:6])[CH2:8][N:9]([C:11]([O:13][C:14]([CH3:16])([CH3:15])[CH3:17])=[O:12])[CH2:10]2)[CH2:3][CH2:2]1. (3) Given the reactants [CH3:1][O:2][C:3]([C:5]1[NH:50][C:8]2=[N:9][CH:10]=[C:11]([CH2:13][N:14](C(OC(C)(C)C)=O)[CH2:15][C:16]3[CH:21]=[CH:20][CH:19]=[C:18]([NH:22][C:23](=[O:42])[C:24]4[CH:29]=[CH:28][C:27]([CH2:30][N:31]5[CH2:36][CH2:35][N:34]([CH3:37])[CH2:33][CH2:32]5)=[C:26]([C:38]([F:41])([F:40])[F:39])[CH:25]=4)[CH:17]=3)[CH:12]=[C:7]2[CH:6]=1)=[O:4].FC(F)(F)C(O)=O, predict the reaction product. The product is: [CH3:1][O:2][C:3]([C:5]1[NH:50][C:8]2=[N:9][CH:10]=[C:11]([CH2:13][NH:14][CH2:15][C:16]3[CH:21]=[CH:20][CH:19]=[C:18]([NH:22][C:23](=[O:42])[C:24]4[CH:29]=[CH:28][C:27]([CH2:30][N:31]5[CH2:36][CH2:35][N:34]([CH3:37])[CH2:33][CH2:32]5)=[C:26]([C:38]([F:41])([F:40])[F:39])[CH:25]=4)[CH:17]=3)[CH:12]=[C:7]2[CH:6]=1)=[O:4]. (4) Given the reactants C(Cl)(=O)C(Cl)=O.CS(C)=O.[CH2:11]([N:18]1[CH2:23][CH2:22][CH:21]([OH:24])[CH:20]([C:25]([C:38]2[CH:43]=[CH:42][CH:41]=[CH:40][CH:39]=2)([C:32]2[CH:37]=[CH:36][CH:35]=[CH:34][CH:33]=2)[O:26][SiH2:27][C:28]([CH3:31])([CH3:30])[CH3:29])[CH2:19]1)[C:12]1[CH:17]=[CH:16][CH:15]=[CH:14][CH:13]=1.C(N(CC)CC)C, predict the reaction product. The product is: [CH2:11]([N:18]1[CH2:23][CH2:22][C:21](=[O:24])[CH:20]([C:25]([C:38]2[CH:39]=[CH:40][CH:41]=[CH:42][CH:43]=2)([C:32]2[CH:33]=[CH:34][CH:35]=[CH:36][CH:37]=2)[O:26][SiH2:27][C:28]([CH3:31])([CH3:30])[CH3:29])[CH2:19]1)[C:12]1[CH:13]=[CH:14][CH:15]=[CH:16][CH:17]=1. (5) Given the reactants [F:1][C:2]1[CH:7]=[CH:6][CH:5]=[CH:4][C:3]=1B(O)O.Br[C:12]1[CH:17]=[C:16]([O:18][CH3:19])[CH:15]=[CH:14][C:13]=1[Cl:20].C(=O)([O-])[O-].[Cs+].[Cs+].O, predict the reaction product. The product is: [Cl:20][C:13]1[CH:14]=[CH:15][C:16]([O:18][CH3:19])=[CH:17][C:12]=1[C:3]1[CH:4]=[CH:5][CH:6]=[CH:7][C:2]=1[F:1].